This data is from Reaction yield outcomes from USPTO patents with 853,638 reactions. The task is: Predict the reaction yield, written as a fraction of the theoretical maximum amount of product (1.0 means a 100% yield; for example, 0.34 means a 34% yield). (1) The reactants are [C:1]([CH:5]([CH:8]=O)[CH:6]=O)([CH3:4])([CH3:3])[CH3:2].[CH3:10][NH:11][C:12](=[O:17])[CH2:13][N+:14]([O-:16])=[O:15].N1CCCC1. The catalyst is C(O)C. The product is [C:1]([C:5]1[CH:6]=[C:13]([N+:14]([O-:16])=[O:15])[C:12](=[O:17])[N:11]([CH3:10])[CH:8]=1)([CH3:2])([CH3:3])[CH3:4]. The yield is 0.300. (2) The reactants are [H-].[Na+].Cl[C:4]1[N:5]=[C:6]([NH:20][CH3:21])[C:7]2[N:8]=[C:9]([NH:16][CH2:17][CH2:18][CH3:19])[N:10]=[C:11]([NH:14][CH3:15])[C:12]=2[N:13]=1.[CH2:22]([OH:25])[CH2:23][CH3:24]. The product is [CH3:15][NH:14][C:11]1[C:12]2[N:13]=[C:4]([O:25][CH2:22][CH2:23][CH3:24])[N:5]=[C:6]([NH:20][CH3:21])[C:7]=2[N:8]=[C:9]([NH:16][CH2:17][CH2:18][CH3:19])[N:10]=1. No catalyst specified. The yield is 0.840. (3) The reactants are [Br:1][C:2]1[N:3]=[C:4]2[C:10]([C:11]([OH:13])=O)=[CH:9][N:8]([CH2:14][O:15][CH2:16][CH2:17][Si:18]([CH3:21])([CH3:20])[CH3:19])[C:5]2=[N:6][CH:7]=1.Cl.[CH3:23][O:24][CH2:25][C@@H:26]([NH2:28])[CH3:27].C(N(CC)C(C)C)(C)C.CN(C(ON1N=NC2C=CC=NC1=2)=[N+](C)C)C.F[P-](F)(F)(F)(F)F. The catalyst is O.CN(C=O)C. The product is [CH3:23][O:24][CH2:25][C@@H:26]([NH:28][C:11]([C:10]1[C:4]2[C:5](=[N:6][CH:7]=[C:2]([Br:1])[N:3]=2)[N:8]([CH2:14][O:15][CH2:16][CH2:17][Si:18]([CH3:21])([CH3:20])[CH3:19])[CH:9]=1)=[O:13])[CH3:27]. The yield is 0.900.